From a dataset of Catalyst prediction with 721,799 reactions and 888 catalyst types from USPTO. Predict which catalyst facilitates the given reaction. (1) Reactant: [H-].[Al+3].[Li+].[H-].[H-].[H-].C([O:9][C:10]([CH2:12][CH:13]1[CH2:22][CH2:21][C:16]2([O:20][CH2:19][CH2:18][O:17]2)[CH2:15][CH2:14]1)=O)C.O.S([O-])([O-])(=O)=O.[Na+].[Na+]. Product: [O:17]1[C:16]2([CH2:21][CH2:22][CH:13]([CH2:12][CH2:10][OH:9])[CH2:14][CH2:15]2)[O:20][CH2:19][CH2:18]1. The catalyst class is: 1. (2) Reactant: [CH3:1][O:2][C:3]1[N:8]=[CH:7][C:6]([C:9]2[CH:21]=[CH:20][C:12]([C:13]([O:15][C:16]([CH3:19])([CH3:18])[CH3:17])=[O:14])=[CH:11][C:10]=2[CH3:22])=[CH:5][C:4]=1[B:23]1[O:27]C(C)(C)C(C)(C)[O:24]1.Cl.I([O-])(=O)(=O)=O.[Na+].C(OCC)(=O)C. Product: [C:16]([O:15][C:13]([C:12]1[CH:20]=[CH:21][C:9]([C:6]2[CH:5]=[C:4]([B:23]([OH:27])[OH:24])[C:3]([O:2][CH3:1])=[N:8][CH:7]=2)=[C:10]([CH3:22])[CH:11]=1)=[O:14])([CH3:19])([CH3:18])[CH3:17]. The catalyst class is: 6. (3) Reactant: [F:1][C:2]([F:11])([F:10])[C:3]1[CH:9]=[CH:8][C:6]([NH2:7])=[CH:5][CH:4]=1.[Na+].[N+]([C:16]1[CH:17]=C(S([O-])(=O)=O)C=[CH:20][CH:21]=1)([O-])=O.B(O)(O)O.C(=O)/C=C/C. Product: [CH3:20][C:21]1[CH:16]=[CH:17][C:8]2[C:6](=[CH:5][CH:4]=[C:3]([C:2]([F:10])([F:11])[F:1])[CH:9]=2)[N:7]=1. The catalyst class is: 209.